From a dataset of Catalyst prediction with 721,799 reactions and 888 catalyst types from USPTO. Predict which catalyst facilitates the given reaction. (1) Reactant: [CH3:1][N:2]([CH3:22])[CH:3]1[CH2:7][CH2:6][N:5]([C:8]2[N:13]=[CH:12][C:11]([N:14]3[CH:19]=[CH:18][C:17]([OH:20])=[CH:16][C:15]3=[O:21])=[CH:10][CH:9]=2)[CH2:4]1.C1(P(C2C=CC=CC=2)C2C=CC=CC=2)C=CC=CC=1.[N:42]1[CH:47]=[CH:46][CH:45]=[CH:44][C:43]=1[CH2:48]O.N(/C(OC(C)(C)C)=O)=N\C(OC(C)(C)C)=O. Product: [N:42]1[CH:47]=[CH:46][CH:45]=[CH:44][C:43]=1[CH2:48][O:20][C:17]1[CH:18]=[CH:19][N:14]([C:11]2[CH:12]=[N:13][C:8]([N:5]3[CH2:6][CH2:7][CH:3]([N:2]([CH3:22])[CH3:1])[CH2:4]3)=[CH:9][CH:10]=2)[C:15](=[O:21])[CH:16]=1. The catalyst class is: 4. (2) Reactant: [F:1][C:2]([F:37])([F:36])[C:3]1[CH:4]=[C:5]([C:13]2[N:17]=[CH:16][N:15](/[CH:18]=[CH:19]\[C:20]([N:22]3[CH2:35][C:24]4([CH2:27][N:26](C(OC(C)(C)C)=O)[CH2:25]4)[CH2:23]3)=[O:21])[N:14]=2)[CH:6]=[C:7]([C:9]([F:12])([F:11])[F:10])[CH:8]=1.[C:38]([OH:44])([C:40]([F:43])([F:42])[F:41])=[O:39]. Product: [F:41][C:40]([F:43])([F:42])[C:38]([OH:44])=[O:39].[F:11][C:9]([F:10])([F:12])[C:7]1[CH:6]=[C:5]([C:13]2[N:17]=[CH:16][N:15](/[CH:18]=[CH:19]\[C:20]([N:22]3[CH2:35][C:24]4([CH2:27][NH:26][CH2:25]4)[CH2:23]3)=[O:21])[N:14]=2)[CH:4]=[C:3]([C:2]([F:1])([F:37])[F:36])[CH:8]=1. The catalyst class is: 2.